The task is: Predict the reactants needed to synthesize the given product.. This data is from Full USPTO retrosynthesis dataset with 1.9M reactions from patents (1976-2016). (1) Given the product [F:15][C:2]1([F:1])[CH2:4][CH:3]1[CH:5]1[C:14]2[C:9](=[CH:10][CH:11]=[CH:12][CH:13]=2)[N:8]([CH2:17][C:18]([NH2:20])=[O:19])[CH2:7][CH2:6]1, predict the reactants needed to synthesize it. The reactants are: [F:1][C:2]1([F:15])[CH2:4][CH:3]1[CH:5]1[C:14]2[C:9](=[CH:10][CH:11]=[CH:12][CH:13]=2)[NH:8][CH2:7][CH2:6]1.I[CH2:17][C:18]([NH2:20])=[O:19].CCN(C(C)C)C(C)C.[OH-].[Na+]. (2) Given the product [C:27]([O:31][C:32](=[O:48])[NH:33][C@@H:34]1[C@@H:39]([C:40]2[CH:45]=[C:44]([F:46])[CH:43]=[CH:42][C:41]=2[F:47])[CH2:38][CH2:37][N:36]([C:2]2[N:7]=[CH:6][C:5]([O:8][CH2:9][CH2:10][C@H:11]([CH:13]3[CH2:18][CH2:17][N:16]([C:19]4[O:23][N:22]=[C:21]([CH:24]([CH3:26])[CH3:25])[N:20]=4)[CH2:15][CH2:14]3)[CH3:12])=[CH:4][N:3]=2)[CH2:35]1)([CH3:30])([CH3:28])[CH3:29], predict the reactants needed to synthesize it. The reactants are: Cl[C:2]1[N:7]=[CH:6][C:5]([O:8][CH2:9][CH2:10][C@H:11]([CH:13]2[CH2:18][CH2:17][N:16]([C:19]3[O:23][N:22]=[C:21]([CH:24]([CH3:26])[CH3:25])[N:20]=3)[CH2:15][CH2:14]2)[CH3:12])=[CH:4][N:3]=1.[C:27]([O:31][C:32](=[O:48])[NH:33][C@@H:34]1[C@@H:39]([C:40]2[CH:45]=[C:44]([F:46])[CH:43]=[CH:42][C:41]=2[F:47])[CH2:38][CH2:37][NH:36][CH2:35]1)([CH3:30])([CH3:29])[CH3:28]. (3) Given the product [Br:1][C:2]1[CH:3]=[C:4]([F:9])[C:5]([I:11])=[N:6][CH:7]=1, predict the reactants needed to synthesize it. The reactants are: [Br:1][C:2]1[CH:3]=[C:4]([F:9])[C:5](Cl)=[N:6][CH:7]=1.[Na+].[I-:11].Cl[Si](C)(C)C. (4) Given the product [NH2:1][C@@H:2]1[CH2:6][CH2:5][CH2:4][C@H:3]1[O:7][C:16]1[C:17]([C:18]([F:19])([F:21])[F:20])=[CH:12][N:13]=[C:14]([NH:22][C:23]2[CH:38]=[CH:37][C:26]([C:27]([NH:29][CH:30]3[CH2:31][CH2:32][N:33]([CH3:36])[CH2:34][CH2:35]3)=[O:28])=[CH:25][C:24]=2[O:39][CH3:40])[N:15]=1, predict the reactants needed to synthesize it. The reactants are: [NH2:1][C@@H:2]1[CH2:6][CH2:5][CH2:4][C@H:3]1[OH:7].Cl.[H-].[Na+].Cl[C:12]1[C:17]([C:18]([F:21])([F:20])[F:19])=[CH:16][N:15]=[C:14]([NH:22][C:23]2[CH:38]=[CH:37][C:26]([C:27]([NH:29][CH:30]3[CH2:35][CH2:34][N:33]([CH3:36])[CH2:32][CH2:31]3)=[O:28])=[CH:25][C:24]=2[O:39][CH3:40])[N:13]=1.